This data is from Catalyst prediction with 721,799 reactions and 888 catalyst types from USPTO. The task is: Predict which catalyst facilitates the given reaction. (1) Reactant: [Cl:1][C:2]1[CH:28]=[CH:27][C:5]([CH2:6][NH:7][C:8]([NH:16][C:17]2[CH:22]=[CH:21][C:20]([O:23][CH:24]([CH3:26])[CH3:25])=[CH:19][CH:18]=2)=[N:9][C:10]([NH:12][CH:13]([CH3:15])[CH3:14])=[O:11])=[CH:4][CH:3]=1.[C:29](Cl)(Cl)=[S:30].C(=O)([O-])[O-].[K+].[K+].C(OCC)(=O)C. Product: [Cl:1][C:2]1[CH:28]=[CH:27][C:5]([CH2:6][N:7]2[C:8](=[N:16][C:17]3[CH:18]=[CH:19][C:20]([O:23][CH:24]([CH3:26])[CH3:25])=[CH:21][CH:22]=3)[NH:9][C:10](=[O:11])[N:12]([CH:13]([CH3:15])[CH3:14])[C:29]2=[S:30])=[CH:4][CH:3]=1. The catalyst class is: 1. (2) The catalyst class is: 9. Reactant: [C:1]([OH:9])(=[O:8])[C:2]1[CH:7]=[CH:6][CH:5]=[N:4][CH:3]=1.[Cl:10][CH2:11][C:12]([C:14]1[S:15][CH:16]=[CH:17][CH:18]=1)=[O:13].C(OCC)C. Product: [Cl-:10].[C:1]([C:2]1[CH:3]=[N+:4]([CH2:11][C:12](=[O:13])[C:14]2[S:15][CH:16]=[CH:17][CH:18]=2)[CH:5]=[CH:6][CH:7]=1)([OH:9])=[O:8]. (3) Reactant: [CH3:1][C:2]1[CH:6]=[C:5]([CH3:7])[NH:4][C:3]=1[CH2:8][C:9]1[CH:14]=[CH:13][CH:12]=[CH:11][C:10]=1[S:15]([N:18]1[CH2:22][CH2:21][CH2:20][CH2:19]1)(=[O:17])=[O:16].[CH3:23][N:24](C=O)C. Product: [CH3:7][C:5]1[NH:4][C:3]([CH2:8][C:9]2[CH:14]=[CH:13][CH:12]=[CH:11][C:10]=2[S:15]([N:18]2[CH2:22][CH2:21][CH2:20][CH2:19]2)(=[O:17])=[O:16])=[C:2]([CH3:1])[C:6]=1[C:23]#[N:24]. The catalyst class is: 10. (4) Reactant: [C:1]([OH:9])(=O)[C:2]1[CH:7]=[CH:6][N:5]=[CH:4][CH:3]=1.C1(N=C=N[CH:19]2[CH2:24]CCCC2)CCCCC1.O.C1(C)C=CC(S(O)(=O)=[O:33])=CC=1.[CH2:37]([OH:39])[CH3:38]. Product: [O:9]=[C:1]([C:2]1[CH:3]=[CH:4][N:5]=[CH:6][CH:7]=1)[CH2:38][C:37]([O:33][CH2:24][CH3:19])=[O:39]. The catalyst class is: 119. (5) Reactant: F[C:2]1[C:7]([C:8]2[C:9]3[CH:16]=[CH:15][NH:14][C:10]=3[N:11]=[CH:12][N:13]=2)=[CH:6][CH:5]=[CH:4][N:3]=1.[NH2:17][C:18]1[C:27]([CH3:28])=[CH:26][CH:25]=[C:24]2[C:19]=1[CH:20]=[CH:21][NH:22][C:23]2=[O:29].C[Si]([N-][Si](C)(C)C)(C)C.[Li+]. Product: [N:11]1[C:10]2[NH:14][CH:15]=[CH:16][C:9]=2[C:8]([C:7]2[C:2]([NH:17][C:18]3[C:27]([CH3:28])=[CH:26][CH:25]=[C:24]4[C:19]=3[CH:20]=[CH:21][NH:22][C:23]4=[O:29])=[N:3][CH:4]=[CH:5][CH:6]=2)=[N:13][CH:12]=1. The catalyst class is: 1. (6) Reactant: [CH2:1]([O:3][C:4](=[O:14])[CH2:5][C:6](=O)[CH2:7][C:8]([O:10][CH2:11][CH3:12])=[O:9])[CH3:2].[C:15]([O:19][C:20](=[O:27])[C:21](=[N:25]O)[C:22](=O)[CH3:23])([CH3:18])([CH3:17])[CH3:16].O. Product: [CH2:1]([O:3][C:4]([C:5]1[C:22]([CH3:23])=[C:21]([C:20]([O:19][C:15]([CH3:18])([CH3:17])[CH3:16])=[O:27])[NH:25][C:6]=1[CH2:7][C:8]([O:10][CH2:11][CH3:12])=[O:9])=[O:14])[CH3:2]. The catalyst class is: 183. (7) Reactant: [CH3:1][C:2]1[CH:11]=[C:10]([OH:12])[C:9]2[C:4](=[CH:5][CH:6]=[CH:7][CH:8]=2)[N:3]=1.Cl[C:14]1[C:23]2[C:18](=[CH:19][C:20]([O:26][CH3:27])=[C:21]([O:24][CH3:25])[CH:22]=2)[N:17]=[CH:16][CH:15]=1.O. Product: [CH3:25][O:24][C:21]1[CH:22]=[C:23]2[C:18](=[CH:19][C:20]=1[O:26][CH3:27])[N:17]=[CH:16][CH:15]=[C:14]2[O:12][C:10]1[C:9]2[C:4](=[CH:5][CH:6]=[CH:7][CH:8]=2)[N:3]=[C:2]([CH3:1])[CH:11]=1. The catalyst class is: 420.